From a dataset of Reaction yield outcomes from USPTO patents with 853,638 reactions. Predict the reaction yield, written as a fraction of the theoretical maximum amount of product (1.0 means a 100% yield; for example, 0.34 means a 34% yield). The reactants are [CH2:1]([O:8][C:9]1[CH:14]=[C:13]([O:15][CH2:16][C:17]2[CH:22]=[CH:21][CH:20]=[CH:19][CH:18]=2)[C:12]([C:23]([CH3:26])([CH3:25])[CH3:24])=[CH:11][C:10]=1[C:27](=[O:29])C)[C:2]1[CH:7]=[CH:6][CH:5]=[CH:4][CH:3]=1.[OH-:30].[Na+].BrBr. The catalyst is O1CCOCC1.O. The product is [CH2:1]([O:8][C:9]1[CH:14]=[C:13]([O:15][CH2:16][C:17]2[CH:22]=[CH:21][CH:20]=[CH:19][CH:18]=2)[C:12]([C:23]([CH3:24])([CH3:26])[CH3:25])=[CH:11][C:10]=1[C:27]([OH:29])=[O:30])[C:2]1[CH:7]=[CH:6][CH:5]=[CH:4][CH:3]=1. The yield is 0.790.